From a dataset of Reaction yield outcomes from USPTO patents with 853,638 reactions. Predict the reaction yield, written as a fraction of the theoretical maximum amount of product (1.0 means a 100% yield; for example, 0.34 means a 34% yield). (1) The reactants are [Cl:1][C:2]1[C:3]([CH3:12])=[C:4](/[C:8](=[N:10]\O)/[CH3:9])[CH:5]=[CH:6][CH:7]=1. The catalyst is C(O)(=O)C.CO.[Zn]. The product is [Cl:1][C:2]1[C:3]([CH3:12])=[C:4]([CH:8]([NH2:10])[CH3:9])[CH:5]=[CH:6][CH:7]=1. The yield is 0.820. (2) The reactants are [Cl:1][C:2]1[CH:7]=[C:6]([N+:8]([O-:10])=[O:9])[CH:5]=[C:4]([CH3:11])[C:3]=1[NH2:12].[CH:13]1([CH2:18][C:19](Cl)=[O:20])[CH2:17][CH2:16][CH2:15][CH2:14]1. The catalyst is C(#N)C. The product is [Cl:1][C:2]1[CH:7]=[C:6]([N+:8]([O-:10])=[O:9])[CH:5]=[C:4]([CH3:11])[C:3]=1[NH:12][C:19](=[O:20])[CH2:18][CH:13]1[CH2:17][CH2:16][CH2:15][CH2:14]1. The yield is 0.580. (3) The yield is 0.590. The reactants are [Si]([O:8][CH:9]1[CH2:18][CH2:17][CH2:16][C:15]2[N:14]=[C:13]([CH:19]3[C:27]4[C:22](=[CH:23][CH:24]=[C:25]([C:28]#[N:29])[CH:26]=4)[NH:21][C:20]3=[O:30])[CH:12]=[CH:11][C:10]1=2)(C(C)(C)C)(C)C.CCCC[N+](CCCC)(CCCC)CCCC.[F-]. The product is [OH:8][CH:9]1[CH2:18][CH2:17][CH2:16][C:15]2[N:14]=[C:13]([CH:19]3[C:27]4[C:22](=[CH:23][CH:24]=[C:25]([C:28]#[N:29])[CH:26]=4)[NH:21][C:20]3=[O:30])[CH:12]=[CH:11][C:10]1=2. The catalyst is O1CCCC1.C(OCC)(=O)C. (4) The reactants are C[N:2](C)[CH:3]=[CH:4][C:5]([C:7]1[C:12](=[O:13])[C:11]([O:14][CH3:15])=[CH:10][N:9]([C:16]2[CH:21]=[CH:20][CH:19]=[C:18]([C:22]([F:25])([F:24])[F:23])[CH:17]=2)[N:8]=1)=O.[C:27]1([NH:33]N)[CH:32]=[CH:31][CH:30]=[CH:29][CH:28]=1. The catalyst is CC(O)=O. The product is [CH3:15][O:14][C:11]1[C:12](=[O:13])[C:7]([C:5]2[N:33]([C:27]3[CH:32]=[CH:31][CH:30]=[CH:29][CH:28]=3)[N:2]=[CH:3][CH:4]=2)=[N:8][N:9]([C:16]2[CH:21]=[CH:20][CH:19]=[C:18]([C:22]([F:24])([F:23])[F:25])[CH:17]=2)[CH:10]=1. The yield is 0.710.